This data is from Forward reaction prediction with 1.9M reactions from USPTO patents (1976-2016). The task is: Predict the product of the given reaction. (1) Given the reactants [N:1]1([CH:10]([NH:28][C:29]2[CH:34]=[CH:33][CH:32]=[CH:31][CH:30]=2)[C:11]2[C:16](=[O:17])[CH:15]=[CH:14][N:13]([C:18]3[CH:23]=[CH:22][CH:21]=[C:20]([C:24]([F:27])([F:26])[F:25])[CH:19]=3)[N:12]=2)C2C=CC=CC=2[N:3]=[N:2]1.[N-]=[N+]=[N-].[Na+].FC(F)(F)C(O)=O, predict the reaction product. The product is: [C:29]1([N:28]2[C:10]([C:11]3[C:16](=[O:17])[CH:15]=[CH:14][N:13]([C:18]4[CH:23]=[CH:22][CH:21]=[C:20]([C:24]([F:27])([F:26])[F:25])[CH:19]=4)[N:12]=3)=[N:1][N:2]=[N:3]2)[CH:34]=[CH:33][CH:32]=[CH:31][CH:30]=1. (2) Given the reactants [BH4-].[Na+].[C:3]([C:6]1[S:7][C:8]([CH3:11])=[CH:9][CH:10]=1)(=[O:5])[CH3:4], predict the reaction product. The product is: [OH:5][CH:3]([C:6]1[S:7][C:8]([CH3:11])=[CH:9][CH:10]=1)[CH3:4]. (3) Given the reactants BrCCCC[N:6]1[C:10](=[O:11])[C:9]2=[CH:12][CH:13]=[CH:14][CH:15]=[C:8]2[C:7]1=[O:16].O, predict the reaction product. The product is: [C:10]1(=[O:11])[NH:6][C:7](=[O:16])[C:8]2=[CH:15][CH:14]=[CH:13][CH:12]=[C:9]12. (4) Given the reactants [NH2:1][C:2]1[CH:3]=[CH:4][C:5]([CH3:26])=[C:6]([C:8]([C:10]2[CH:15]=[CH:14][C:13]([NH:16][C:17]3[CH:22]=[CH:21][C:20]([F:23])=[CH:19][C:18]=3[F:24])=[CH:12][C:11]=2[Cl:25])=[O:9])[CH:7]=1.[N:27]([CH2:30][C:31]([O:33][CH2:34][CH3:35])=[O:32])=[C:28]=[O:29], predict the reaction product. The product is: [CH2:34]([O:33][C:31](=[O:32])[CH2:30][NH:27][C:28]([NH:1][C:2]1[CH:3]=[CH:4][C:5]([CH3:26])=[C:6]([C:8](=[O:9])[C:10]2[CH:15]=[CH:14][C:13]([NH:16][C:17]3[CH:22]=[CH:21][C:20]([F:23])=[CH:19][C:18]=3[F:24])=[CH:12][C:11]=2[Cl:25])[CH:7]=1)=[O:29])[CH3:35]. (5) Given the reactants [CH2:1]1[C:3]2([CH2:8][CH2:7][CH2:6][CH2:5][CH:4]2[CH:9]=[N:10][OH:11])[CH2:2]1.[Cl:12]N1C(=O)CCC1=O, predict the reaction product. The product is: [OH:11][N:10]=[C:9]([Cl:12])[CH:4]1[CH2:5][CH2:6][CH2:7][CH2:8][C:3]21[CH2:2][CH2:1]2. (6) Given the reactants Br[C:2]1[CH:7]=[CH:6][C:5]2[C:8]3[CH2:9][N:10]([C:16]([O:18][C:19]([CH3:22])([CH3:21])[CH3:20])=[O:17])[C@H:11]([CH3:15])[CH2:12][C:13]=3[O:14][C:4]=2[CH:3]=1.[F:23][C:24]1[CH:25]=[CH:26][C:27]([CH2:30][O:31][C:32]2[CH:37]=[CH:36][NH:35][C:34](=[O:38])[CH:33]=2)=[N:28][CH:29]=1.CN[C@H]1CCCC[C@@H]1NC.C([O-])([O-])=O.[Cs+].[Cs+], predict the reaction product. The product is: [F:23][C:24]1[CH:25]=[CH:26][C:27]([CH2:30][O:31][C:32]2[CH:37]=[CH:36][N:35]([C:2]3[CH:7]=[CH:6][C:5]4[C:8]5[CH2:9][N:10]([C:16]([O:18][C:19]([CH3:22])([CH3:21])[CH3:20])=[O:17])[C@H:11]([CH3:15])[CH2:12][C:13]=5[O:14][C:4]=4[CH:3]=3)[C:34](=[O:38])[CH:33]=2)=[N:28][CH:29]=1.